This data is from HIV replication inhibition screening data with 41,000+ compounds from the AIDS Antiviral Screen. The task is: Binary Classification. Given a drug SMILES string, predict its activity (active/inactive) in a high-throughput screening assay against a specified biological target. (1) The result is 0 (inactive). The compound is CC(=O)N1C(Nc2nccs2)CCN1c1ccccc1. (2) The compound is CC(C)CCCC(C)C1CCC2C3CCC4CC(CCC=C(c5cc(Cl)c(O)c(C(=O)O)c5)c5cc(Cl)c(O)c(C(=O)O)c5)CCC4(C)C3CCC12C.N. The result is 1 (active). (3) The compound is COc1cc(C(SCc2ccccc2)SCc2ccccc2)ccc1O. The result is 0 (inactive). (4) The compound is Cc1ccc(NC(=O)C(=NNc2ccc([N+](=O)[O-])cc2[N+](=O)[O-])C2C(=O)NC(=O)NC2=O)cc1. The result is 0 (inactive). (5) The compound is O=P(Nc1ccccc1)(Oc1ccccc1)N(CCCl)CCCl. The result is 0 (inactive). (6) The compound is Clc1cc(Br)c2c3c(c(Br)cc(Cl)c13)C(Br)=C2Br. The result is 0 (inactive).